Predict the reactants needed to synthesize the given product. From a dataset of Full USPTO retrosynthesis dataset with 1.9M reactions from patents (1976-2016). Given the product [F:14][C:15]([F:34])([F:35])[C:16]1[CH:17]=[C:18]([CH:31]=[CH:32][CH:33]=1)[C:19]([NH:21][C:22]1[CH:27]=[C:26]([C:2]2[C:3]3[CH:10]=[C:9]([C:11]([NH2:13])=[O:12])[S:8][C:4]=3[N:5]=[CH:6][N:7]=2)[CH:25]=[CH:24][CH:23]=1)=[O:20], predict the reactants needed to synthesize it. The reactants are: Cl[C:2]1[C:3]2[CH:10]=[C:9]([C:11]([NH2:13])=[O:12])[S:8][C:4]=2[N:5]=[CH:6][N:7]=1.[F:14][C:15]([F:35])([F:34])[C:16]1[CH:17]=[C:18]([CH:31]=[CH:32][CH:33]=1)[C:19]([NH:21][C:22]1[CH:23]=[C:24](B(O)O)[CH:25]=[CH:26][CH:27]=1)=[O:20].C(=O)(O)[O-].[Na+].